From a dataset of Forward reaction prediction with 1.9M reactions from USPTO patents (1976-2016). Predict the product of the given reaction. Given the reactants [C:1]([O:4][CH2:5][C:6]1[C:7]([N:37]2[CH2:49][CH2:48][N:40]3[C:41]4[CH2:42][CH2:43][CH2:44][CH2:45][C:46]=4[CH:47]=[C:39]3[C:38]2=[O:50])=[N:8][CH:9]=[CH:10][C:11]=1[C:12]1[CH:13]=[C:14]([NH:20][C:21]2[CH:36]=[C:24]3[CH2:25][N:26](C(OC(C)(C)C)=O)[CH2:27][CH2:28][N:23]3[N:22]=2)[C:15](=[O:19])[N:16]([CH3:18])[CH:17]=1)(=[O:3])[CH3:2].O1CCOCC1, predict the reaction product. The product is: [C:1]([O:4][CH2:5][C:6]1[C:7]([N:37]2[CH2:49][CH2:48][N:40]3[C:41]4[CH2:42][CH2:43][CH2:44][CH2:45][C:46]=4[CH:47]=[C:39]3[C:38]2=[O:50])=[N:8][CH:9]=[CH:10][C:11]=1[C:12]1[CH:13]=[C:14]([NH:20][C:21]2[CH:36]=[C:24]3[CH2:25][NH:26][CH2:27][CH2:28][N:23]3[N:22]=2)[C:15](=[O:19])[N:16]([CH3:18])[CH:17]=1)(=[O:3])[CH3:2].